This data is from Reaction yield outcomes from USPTO patents with 853,638 reactions. The task is: Predict the reaction yield, written as a fraction of the theoretical maximum amount of product (1.0 means a 100% yield; for example, 0.34 means a 34% yield). (1) The reactants are [NH2:1][C:2]1[N:7]=[CH:6][N:5]=[C:4]2[N:8]([CH:12]([C:15]3[O:16][C:17]4[C:22]([C:23](=[O:32])[C:24]=3[C:25]3[CH:30]=[CH:29][CH:28]=[C:27]([F:31])[CH:26]=3)=[CH:21][CH:20]=[CH:19][CH:18]=4)[CH2:13][CH3:14])[N:9]=[C:10](I)[C:3]=12.C([N:40]1[C:48]2[C:43](=[CH:44][CH:45]=[C:46](B3OC(C)(C)C(C)(C)O3)[CH:47]=2)[C:42]([CH3:58])=[N:41]1)(OC(C)(C)C)=O.C(=O)([O-])[O-].[Na+].[Na+].ClCCl. The catalyst is CN(C=O)C.C(O)C.O. The product is [NH2:1][C:2]1[N:7]=[CH:6][N:5]=[C:4]2[N:8]([CH:12]([C:15]3[O:16][C:17]4[C:22]([C:23](=[O:32])[C:24]=3[C:25]3[CH:30]=[CH:29][CH:28]=[C:27]([F:31])[CH:26]=3)=[CH:21][CH:20]=[CH:19][CH:18]=4)[CH2:13][CH3:14])[N:9]=[C:10]([C:46]3[CH:47]=[C:48]4[C:43]([C:42]([CH3:58])=[N:41][NH:40]4)=[CH:44][CH:45]=3)[C:3]=12. The yield is 0.0600. (2) The reactants are Br[CH:2]([CH3:4])[CH3:3].[Cl:5][C:6]1[CH:15]=[C:14]([I:16])[C:13]([OH:17])=[C:12]2[C:7]=1[CH:8]=[CH:9][CH:10]=[N:11]2.C([O-])([O-])=O.[K+].[K+].[NH4+].[Cl-]. The catalyst is CS(C)=O. The product is [Cl:5][C:6]1[CH:15]=[C:14]([I:16])[C:13]([O:17][CH:2]([CH3:4])[CH3:3])=[C:12]2[C:7]=1[CH:8]=[CH:9][CH:10]=[N:11]2. The yield is 0.930. (3) The reactants are [O:1]1[CH2:18][C@@H:2]1[CH2:3][O:4][C:5]1[C:17]2[C:16]3[C:11](=[CH:12][CH:13]=[CH:14][CH:15]=3)[NH:10][C:9]=2[CH:8]=[CH:7][CH:6]=1.[CH3:19][O:20][C:21]1[CH:28]=[C:27]([O:29][CH3:30])[CH:26]=[CH:25][C:22]=1[CH2:23][NH2:24]. The catalyst is CCOC(C)=O.CC(O)C. The product is [CH:8]1[C:9]2[NH:10][C:11]3[C:16](=[CH:15][CH:14]=[CH:13][CH:12]=3)[C:17]=2[C:5]([O:4][CH2:3][C@H:2]([OH:1])[CH2:18][NH:24][CH2:23][C:22]2[CH:25]=[CH:26][C:27]([O:29][CH3:30])=[CH:28][C:21]=2[O:20][CH3:19])=[CH:6][CH:7]=1. The yield is 0.460. (4) The yield is 0.700. The product is [CH:1]1([C:4]2[CH:9]=[CH:8][C:7]([C:10]3[CH:14]=[C:13]([CH:15]([N:20]4[CH:25]=[C:24]5[N:26]=[C:27]([C:29]6[CH:34]=[CH:33][CH:32]=[C:31]([F:35])[C:30]=6[F:36])[N:28]=[C:23]5[CH:22]=[N:21]4)[C:16]([O:18][CH2:19][C:43]([CH2:45][OH:46])([CH3:44])[CH2:42][OH:41])=[O:17])[O:12][N:11]=3)=[C:6]([C:37]([F:39])([F:38])[F:40])[CH:5]=2)[CH2:3][CH2:2]1. The reactants are [CH:1]1([C:4]2[CH:9]=[CH:8][C:7]([C:10]3[CH:14]=[C:13]([CH:15]([N:20]4[CH:25]=[C:24]5[N:26]=[C:27]([C:29]6[CH:34]=[CH:33][CH:32]=[C:31]([F:35])[C:30]=6[F:36])[N:28]=[C:23]5[CH:22]=[N:21]4)[C:16]([O:18][CH3:19])=[O:17])[O:12][N:11]=3)=[C:6]([C:37]([F:40])([F:39])[F:38])[CH:5]=2)[CH2:3][CH2:2]1.[OH:41][CH2:42][C:43](CO)([CH2:45][OH:46])[CH3:44].C(N(CC)CC)C.C(O)(=O)C. The catalyst is [Cl-].[Na+].O.CCOC(C)=O.CN(C=O)C. (5) The reactants are [H-].[Na+].Cl[C:4]1[N:12]=[C:11]2[C:7]([N:8]=[CH:9][N:10]2[CH2:13][C:14]2[CH:19]=[CH:18][CH:17]=[C:16]([CH2:20][C:21]([O:23][CH3:24])=[O:22])[CH:15]=2)=[C:6]([NH:25]C2CCCCO2)[N:5]=1.Cl.[N:33]1[CH:38]=[CH:37][CH:36]=[CH:35][C:34]=1[CH2:39][OH:40]. No catalyst specified. The product is [CH3:24][O:23][C:21]([CH2:20][C:16]1[CH:15]=[C:14]([CH:19]=[CH:18][CH:17]=1)[CH2:13][N:10]1[CH:9]=[N:8][C:7]2[C:11]1=[N:12][C:4]([O:40][CH2:39][C:34]1[CH:35]=[CH:36][CH:37]=[CH:38][N:33]=1)=[N:5][C:6]=2[NH2:25])=[O:22]. The yield is 0.670. (6) The reactants are [C:1]([CH2:3][C:4]1[C:5]2[C:9]([CH:10]=[CH:11][CH:12]=1)=[N:8][N:7]1[C:13]([CH:18]3[CH2:23][CH2:22][N:21](C(OC(C)(C)C)=O)[CH2:20][CH2:19]3)=[CH:14][C:15](=[O:17])[NH:16][C:6]=21)#[N:2].[ClH:31]. The catalyst is CO.O1CCOCC1. The product is [ClH:31].[O:17]=[C:15]1[CH:14]=[C:13]([CH:18]2[CH2:23][CH2:22][NH:21][CH2:20][CH2:19]2)[N:7]2[N:8]=[C:9]3[C:5]([C:4]([CH2:3][C:1]#[N:2])=[CH:12][CH:11]=[CH:10]3)=[C:6]2[NH:16]1. The yield is 0.530. (7) The reactants are [CH:1]1([NH:13][C:14]2[CH:24]=[CH:23][C:17]([C:18]([O:20][CH2:21][CH3:22])=[O:19])=[CH:16][C:15]=2[N+:25]([O-])=O)[CH2:12][CH2:11][CH2:10][CH2:9][CH2:8][CH2:7][CH2:6][CH2:5][CH2:4][CH2:3][CH2:2]1.[H][H]. The catalyst is [OH-].[OH-].[Pd+2]. The product is [NH2:25][C:15]1[CH:16]=[C:17]([CH:23]=[CH:24][C:14]=1[NH:13][CH:1]1[CH2:12][CH2:11][CH2:10][CH2:9][CH2:8][CH2:7][CH2:6][CH2:5][CH2:4][CH2:3][CH2:2]1)[C:18]([O:20][CH2:21][CH3:22])=[O:19]. The yield is 0.800.